From a dataset of Reaction yield outcomes from USPTO patents with 853,638 reactions. Predict the reaction yield, written as a fraction of the theoretical maximum amount of product (1.0 means a 100% yield; for example, 0.34 means a 34% yield). (1) The product is [C:1]([O:5][C:6]([NH:8][C@@:9]([C:16](=[O:17])[NH2:32])([CH2:10][C:11]([O:13][CH2:14][CH3:15])=[O:12])[C:19]([O:21][CH2:22][CH3:23])=[O:20])=[O:7])([CH3:4])([CH3:3])[CH3:2]. The reactants are [C:1]([O:5][C:6]([NH:8][C@@:9]([C:19]([O:21][CH2:22][CH3:23])=[O:20])([C:16](O)=[O:17])[CH2:10][C:11]([O:13][CH2:14][CH3:15])=[O:12])=[O:7])([CH3:4])([CH3:3])[CH3:2].ClC(OCC(C)C)=O.[NH3:32].Cl. The catalyst is C1COCC1.C(N(CC)CC)C. The yield is 0.730. (2) The reactants are Br[C:2]1[CH:7]=[C:6]([C:8]([F:11])([F:10])[F:9])[CH:5]=[CH:4][C:3]=1[S:12]([N:15]1[CH2:25][CH2:24][CH2:23][C:17]2([C:21](=[O:22])[NH:20][CH2:19][CH2:18]2)[CH2:16]1)(=[O:14])=[O:13].Br[C:27]1C=C(C(F)(F)F)C=CC=1S(Cl)(=O)=O.C(=O)([O-])[O-].[K+].[K+].CB1OB(C)OB(C)O1. The catalyst is O1CCOCC1.C(OCC)(=O)C.C1C=CC([P]([Pd]([P](C2C=CC=CC=2)(C2C=CC=CC=2)C2C=CC=CC=2)([P](C2C=CC=CC=2)(C2C=CC=CC=2)C2C=CC=CC=2)[P](C2C=CC=CC=2)(C2C=CC=CC=2)C2C=CC=CC=2)(C2C=CC=CC=2)C2C=CC=CC=2)=CC=1. The product is [CH3:27][C:2]1[CH:7]=[C:6]([C:8]([F:11])([F:10])[F:9])[CH:5]=[CH:4][C:3]=1[S:12]([N:15]1[CH2:25][CH2:24][CH2:23][C:17]2([C:21](=[O:22])[NH:20][CH2:19][CH2:18]2)[CH2:16]1)(=[O:14])=[O:13]. The yield is 0.450. (3) The reactants are [C:1](Cl)(=[O:5])[C:2](Cl)=O.C[N:8]([CH3:11])C=O.[NH2:12][C:13]1[CH:18]=[CH:17][CH:16]=[CH:15][CH:14]=1.Cl. The catalyst is ClCCl.C(OC(=O)C)C. The product is [C:13]1([NH:12][C:1](=[O:5])[CH2:2][C:13]2[CH:18]=[CH:17][CH:16]=[CH:15][C:14]=2[C:11]#[N:8])[CH:18]=[CH:17][CH:16]=[CH:15][CH:14]=1. The yield is 0.880. (4) The reactants are [Cl:1][C:2]1[CH:19]=[CH:18][C:17]([Cl:20])=[CH:16][C:3]=1[CH2:4][N:5]1[CH2:10][CH2:9][NH:8][C:7]2[N:11]=[CH:12][C:13](I)=[CH:14][C:6]1=2.[CH3:21][N:22]1[CH2:27][CH2:26][N:25]([C:28]([C:30]2[CH:35]=[CH:34][C:33](B3OC(C)(C)C(C)(C)O3)=[CH:32][CH:31]=2)=[O:29])[CH2:24][CH2:23]1. No catalyst specified. The product is [Cl:1][C:2]1[CH:19]=[CH:18][C:17]([Cl:20])=[CH:16][C:3]=1[CH2:4][N:5]1[CH2:10][CH2:9][NH:8][C:7]2[N:11]=[CH:12][C:13]([C:33]3[CH:32]=[CH:31][C:30]([C:28]([N:25]4[CH2:26][CH2:27][N:22]([CH3:21])[CH2:23][CH2:24]4)=[O:29])=[CH:35][CH:34]=3)=[CH:14][C:6]1=2. The yield is 0.490. (5) The reactants are C([O:8][C:9]1[CH:18]=[C:17]2[C:12]([C:13]([O:19][C:20]3[CH:25]=[CH:24][C:23]([NH:26][C:27]([NH:29][C:30]4[CH:35]=[CH:34][C:33]([F:36])=[CH:32][CH:31]=4)=[O:28])=[CH:22][CH:21]=3)=[CH:14][CH:15]=[N:16]2)=[CH:11][C:10]=1[C:37]#[N:38])C1C=CC=CC=1.C1(SC)C=CC=CC=1. The catalyst is FC(F)(F)C(O)=O. The product is [C:37]([C:10]1[CH:11]=[C:12]2[C:17](=[CH:18][C:9]=1[OH:8])[N:16]=[CH:15][CH:14]=[C:13]2[O:19][C:20]1[CH:21]=[CH:22][C:23]([NH:26][C:27]([NH:29][C:30]2[CH:31]=[CH:32][C:33]([F:36])=[CH:34][CH:35]=2)=[O:28])=[CH:24][CH:25]=1)#[N:38]. The yield is 0.948.